From a dataset of Forward reaction prediction with 1.9M reactions from USPTO patents (1976-2016). Predict the product of the given reaction. (1) Given the reactants [Cl:1][C:2]1[C:10]([Cl:11])=[CH:9][CH:8]=[CH:7][C:3]=1[C:4]([OH:6])=O.[C:12]1([CH:18]([C:21]2[CH:22]=[N:23][C:24]([C:27]([F:30])([F:29])[F:28])=[CH:25][CH:26]=2)[CH2:19][NH2:20])[CH:17]=[CH:16][CH:15]=[CH:14][CH:13]=1, predict the reaction product. The product is: [Cl:1][C:2]1[C:10]([Cl:11])=[CH:9][CH:8]=[CH:7][C:3]=1[C:4]([NH:20][CH2:19][CH:18]([C:12]1[CH:13]=[CH:14][CH:15]=[CH:16][CH:17]=1)[C:21]1[CH:22]=[N:23][C:24]([C:27]([F:30])([F:28])[F:29])=[CH:25][CH:26]=1)=[O:6]. (2) Given the reactants [CH3:1][C:2]([O:5][C:6]([N:8]([C:22]([O:24][C:25]([CH3:28])([CH3:27])[CH3:26])=[O:23])[C:9]1[CH:19]=[C:18]([CH3:20])[C:17]([Cl:21])=[CH:16][C:10]=1[C:11]([O:13][CH2:14][CH3:15])=[O:12])=[O:7])([CH3:4])[CH3:3].[Br:29]CC1C=C(C=CC=1S(CC)(=O)=O)C#N, predict the reaction product. The product is: [CH3:28][C:25]([O:24][C:22]([N:8]([C:6]([O:5][C:2]([CH3:1])([CH3:3])[CH3:4])=[O:7])[C:9]1[CH:19]=[C:18]([CH2:20][Br:29])[C:17]([Cl:21])=[CH:16][C:10]=1[C:11]([O:13][CH2:14][CH3:15])=[O:12])=[O:23])([CH3:27])[CH3:26]. (3) Given the reactants [Cl:1][C:2]1[C:3]([N:8]2[C:12]([C:13]3[O:26][C:25](=[O:27])[C:24]4[C:23]5[C:18](=[CH:19][CH:20]=[CH:21][N:22]=5)[CH:17]=[CH:16][C:15]=4[N:14]=3)=[CH:11][C:10]([C:28]([F:31])([F:30])[F:29])=[N:9]2)=[N:4][CH:5]=[CH:6][CH:7]=1.[C:32](#[N:34])C.O.CN, predict the reaction product. The product is: [CH3:32][NH:34][C:25]([C:24]1[C:15]([NH:14][C:13]([C:12]2[N:8]([C:3]3[C:2]([Cl:1])=[CH:7][CH:6]=[CH:5][N:4]=3)[N:9]=[C:10]([C:28]([F:30])([F:31])[F:29])[CH:11]=2)=[O:26])=[CH:16][CH:17]=[C:18]2[C:23]=1[N:22]=[CH:21][CH:20]=[CH:19]2)=[O:27]. (4) Given the reactants C(P(CCCC)CCCC)CCC.N(C(N1CCCCC1)=O)=NC(N1CCCCC1)=O.[F:32][C:33]1[CH:51]=[CH:50][CH:49]=[CH:48][C:34]=1[O:35][C:36]1[CH:37]=[CH:38][C:39]2[N:43]=[C:42]([CH2:44][OH:45])[N:41]([CH3:46])[C:40]=2[CH:47]=1.O[C:53]1[CH:54]=[C:55]([CH:60]=[CH:61][CH:62]=1)[C:56]([O:58][CH3:59])=[O:57], predict the reaction product. The product is: [F:32][C:33]1[CH:51]=[CH:50][CH:49]=[CH:48][C:34]=1[O:35][C:36]1[CH:37]=[CH:38][C:39]2[N:43]=[C:42]([CH2:44][O:45][C:53]3[CH:54]=[C:55]([CH:60]=[CH:61][CH:62]=3)[C:56]([O:58][CH3:59])=[O:57])[N:41]([CH3:46])[C:40]=2[CH:47]=1.